Predict which catalyst facilitates the given reaction. From a dataset of Catalyst prediction with 721,799 reactions and 888 catalyst types from USPTO. (1) Reactant: [CH3:1][C@:2]1([NH:17][C@@H:18]2[CH2:23][CH2:22][CH2:21][CH2:20][C@H:19]2[NH:24]C(=O)OCC2C=CC=CC=2)[CH2:7][CH2:6][CH2:5][N:4]([C:8]2[CH:13]=[CH:12][C:11]([N+:14]([O-:16])=[O:15])=[CH:10][CH:9]=2)[CH2:3]1.I[Si](C)(C)C.Cl. Product: [CH3:1][C@:2]1([NH:17][C@@H:18]2[CH2:23][CH2:22][CH2:21][CH2:20][C@H:19]2[NH2:24])[CH2:7][CH2:6][CH2:5][N:4]([C:8]2[CH:9]=[CH:10][C:11]([N+:14]([O-:16])=[O:15])=[CH:12][CH:13]=2)[CH2:3]1. The catalyst class is: 61. (2) Reactant: [C:1]([O:5][C:6](=[O:23])[NH:7][C:8]1[S:9][CH:10]=[C:11]([CH2:13][S:14][C:15]2[CH:20]=[CH:19][C:18]([Cl:21])=[CH:17][C:16]=2[NH2:22])[N:12]=1)([CH3:4])([CH3:3])[CH3:2].[O:24]1[C:28]2[CH:29]=[CH:30][CH:31]=[CH:32][C:27]=2[CH:26]=[C:25]1[S:33](Cl)(=[O:35])=[O:34]. Product: [C:1]([O:5][C:6](=[O:23])[NH:7][C:8]1[S:9][CH:10]=[C:11]([CH2:13][S:14][C:15]2[CH:20]=[CH:19][C:18]([Cl:21])=[CH:17][C:16]=2[NH:22][S:33]([C:25]2[O:24][C:28]3[CH:29]=[CH:30][CH:31]=[CH:32][C:27]=3[CH:26]=2)(=[O:34])=[O:35])[N:12]=1)([CH3:4])([CH3:2])[CH3:3]. The catalyst class is: 17. (3) Reactant: [Cl:1][C:2]1[CH:7]=[CH:6][C:5]([CH:8]([C:37]2[CH:42]=[CH:41][C:40]([Cl:43])=[CH:39][CH:38]=2)[C:9]2[CH:10]=[C:11]3[C:16](=[CH:17][CH:18]=2)[N:15]=[CH:14][N:13]=[C:12]3[NH:19][CH:20]2[CH2:25][CH2:24][N:23]([S:26]([C:29]3[CH:36]=[CH:35][C:32]([C:33]#[N:34])=[CH:31][CH:30]=3)(=[O:28])=[O:27])[CH2:22][CH2:21]2)=[CH:4][CH:3]=1.Cl.[NH4+:45].[Cl-].N. Product: [Cl:1][C:2]1[CH:7]=[CH:6][C:5]([CH:8]([C:37]2[CH:38]=[CH:39][C:40]([Cl:43])=[CH:41][CH:42]=2)[C:9]2[CH:10]=[C:11]3[C:16](=[CH:17][CH:18]=2)[N:15]=[CH:14][N:13]=[C:12]3[NH:19][CH:20]2[CH2:21][CH2:22][N:23]([S:26]([C:29]3[CH:36]=[CH:35][C:32]([C:33](=[NH:45])[NH2:34])=[CH:31][CH:30]=3)(=[O:28])=[O:27])[CH2:24][CH2:25]2)=[CH:4][CH:3]=1. The catalyst class is: 5. (4) Reactant: Cl.Cl.[F:3][C:4]1[CH:9]=[C:8]([F:10])[CH:7]=[CH:6][C:5]=1[C:11]1[CH:16]=[CH:15][N:14]=[C:13]([N:17]2[CH2:22][CH2:21][NH:20][CH2:19][CH2:18]2)[CH:12]=1.C(N(CC)C(C)C)(C)C.[N:32]1[CH:37]=[CH:36][CH:35]=[C:34]([NH:38][C:39](=O)[O:40]CC(Cl)(Cl)Cl)[N:33]=1.O. Product: [F:3][C:4]1[CH:9]=[C:8]([F:10])[CH:7]=[CH:6][C:5]=1[C:11]1[CH:16]=[CH:15][N:14]=[C:13]([N:17]2[CH2:18][CH2:19][N:20]([C:39]([NH:38][C:34]3[N:33]=[N:32][CH:37]=[CH:36][CH:35]=3)=[O:40])[CH2:21][CH2:22]2)[CH:12]=1. The catalyst class is: 16. (5) Reactant: [N:1]1[NH:2][N:3]=[N:4][C:5]=1[C:6]1[S:10][C:9]([N:11]2[CH2:16][CH2:15][CH:14]([O:17][C:18]3[CH:23]=[CH:22][CH:21]=[CH:20][C:19]=3[C:24]([F:27])([F:26])[F:25])[CH2:13][CH2:12]2)=[N:8][N:7]=1.[H-].[Na+].Br[CH2:31][C:32]([O:34][CH2:35][CH3:36])=[O:33].Cl. Product: [F:25][C:24]([F:27])([F:26])[C:19]1[CH:20]=[CH:21][CH:22]=[CH:23][C:18]=1[O:17][CH:14]1[CH2:13][CH2:12][N:11]([C:9]2[S:10][C:6]([C:5]3[N:1]=[N:2][N:3]([CH2:31][C:32]([O:34][CH2:35][CH3:36])=[O:33])[N:4]=3)=[N:7][N:8]=2)[CH2:16][CH2:15]1. The catalyst class is: 3. (6) Reactant: [Cl:1][C:2]1[CH:3]=[C:4]([C:11]([CH3:29])([CH3:28])[CH2:12][C@:13]([CH2:19]SC2C=CC(C)=CC=2)([OH:18])[C:14]([F:17])([F:16])[F:15])[C:5]2[O:9][CH2:8][CH2:7][C:6]=2[CH:10]=1.F[B-](F)(F)F.C[O+](C)C.C(=O)([O-])[O-].[K+].[K+].C(=O)(O)[O-].[Na+]. Product: [Cl:1][C:2]1[CH:3]=[C:4]([C:11]([CH3:28])([CH3:29])[CH2:12][C@:13]2([C:14]([F:17])([F:15])[F:16])[CH2:19][O:18]2)[C:5]2[O:9][CH2:8][CH2:7][C:6]=2[CH:10]=1. The catalyst class is: 46. (7) Reactant: [CH3:1][C:2]1[NH:6][N:5]=[C:4]([C:7]2[O:11][N:10]=[C:9]([C:12]3[CH:17]=[CH:16][C:15]([O:18][C:19]([F:22])([F:21])[F:20])=[CH:14][CH:13]=3)[CH:8]=2)[N:3]=1.[Br:23][C:24]1[CH:29]=[CH:28][CH:27]=[C:26]([CH2:30]Br)[CH:25]=1.C([O-])([O-])=O.[K+].[K+]. Product: [Br:23][C:24]1[CH:25]=[C:26]([CH:27]=[CH:28][CH:29]=1)[CH2:30][N:6]1[C:2]([CH3:1])=[N:3][C:4]([C:7]2[O:11][N:10]=[C:9]([C:12]3[CH:13]=[CH:14][C:15]([O:18][C:19]([F:22])([F:20])[F:21])=[CH:16][CH:17]=3)[CH:8]=2)=[N:5]1. The catalyst class is: 18.